This data is from Full USPTO retrosynthesis dataset with 1.9M reactions from patents (1976-2016). The task is: Predict the reactants needed to synthesize the given product. (1) The reactants are: C([NH:5][S:6]([C:9]1[S:10][C:11]([C:14]2[CH:19]=[CH:18][CH:17]=[C:16]([C:20]3[N:25]=[C:24]([CH3:26])[CH:23]=[C:22]([C:27]4[CH:32]=[CH:31][C:30]([Cl:33])=[C:29]([Cl:34])[CH:28]=4)[N:21]=3)[CH:15]=2)=[CH:12][CH:13]=1)(=[O:8])=[O:7])(C)(C)C.C(O)(C(F)(F)F)=O. Given the product [Cl:34][C:29]1[CH:28]=[C:27]([C:22]2[CH:23]=[C:24]([CH3:26])[N:25]=[C:20]([C:16]3[CH:15]=[C:14]([C:11]4[S:10][C:9]([S:6]([NH2:5])(=[O:8])=[O:7])=[CH:13][CH:12]=4)[CH:19]=[CH:18][CH:17]=3)[N:21]=2)[CH:32]=[CH:31][C:30]=1[Cl:33], predict the reactants needed to synthesize it. (2) The reactants are: [C:1]([C:3]1[CH:8]=[CH:7][N:6]=[C:5]([C:9]2[N:13]([C:14]3[CH:15]=[N:16][C:17]([O:20][CH3:21])=[CH:18][CH:19]=3)[N:12]=[C:11]([C:22]([N:24]3[CH2:29][CH2:28][CH2:27][CH2:26][CH2:25]3)=[O:23])[CH:10]=2)[CH:4]=1)#N.[OH-:30].[Na+].C[OH:33]. Given the product [CH3:21][O:20][C:17]1[N:16]=[CH:15][C:14]([N:13]2[C:9]([C:5]3[CH:4]=[C:3]([CH:8]=[CH:7][N:6]=3)[C:1]([OH:33])=[O:30])=[CH:10][C:11]([C:22]([N:24]3[CH2:25][CH2:26][CH2:27][CH2:28][CH2:29]3)=[O:23])=[N:12]2)=[CH:19][CH:18]=1, predict the reactants needed to synthesize it.